Task: Predict the reactants needed to synthesize the given product.. Dataset: Full USPTO retrosynthesis dataset with 1.9M reactions from patents (1976-2016) (1) Given the product [NH2:1][C:2]1[N:6]([C:7]2[C:12]([Cl:13])=[CH:11][C:10]([C:14]([F:17])([F:15])[F:16])=[CH:9][C:8]=2[Cl:18])[N:5]=[C:4]([C:19]#[N:20])[C:3]=1[CH:21]1[S:22][CH2:23][CH2:24][S:25]1.[CH2:26]([O:30][CH:31]=[CH2:32])[CH3:36], predict the reactants needed to synthesize it. The reactants are: [NH2:1][C:2]1[N:6]([C:7]2[C:12]([Cl:13])=[CH:11][C:10]([C:14]([F:17])([F:16])[F:15])=[CH:9][C:8]=2[Cl:18])[N:5]=[C:4]([C:19]#[N:20])[C:3]=1[CH:21]1[S:25][CH2:24][CH2:23][S:22]1.[CH:26](OCC)([O:30][CH2:31][CH3:32])OCC.[C:36]1(C)C=CC(S(O)(=O)=O)=CC=1. (2) Given the product [CH2:1]([CH:3]([NH:6][C:7]1[N:15]=[C:14]([CH3:16])[N:13]=[C:12]2[C:8]=1[N:9]([CH3:27])[C:10](=[O:26])[N:11]2[C:17]1[C:22]([CH3:23])=[CH:21][C:20]([CH3:24])=[CH:19][C:18]=1[CH3:25])[CH2:4][CH3:5])[CH3:2], predict the reactants needed to synthesize it. The reactants are: [CH2:1]([CH:3]([NH:6][C:7]1[N:15]=[C:14]([CH3:16])[N:13]=[C:12]2[C:8]=1[NH:9][C:10](=[O:26])[N:11]2[C:17]1[C:22]([CH3:23])=[CH:21][C:20]([CH3:24])=[CH:19][C:18]=1[CH3:25])[CH2:4][CH3:5])[CH3:2].[CH3:27][Si]([N-][Si](C)(C)C)(C)C.[Li+]. (3) Given the product [S:1]1[C:9]2[CH2:8][CH2:7][N:6]([C:26]([O:25][C:22]([CH3:24])([CH3:23])[CH3:21])=[O:27])[CH2:5][C:4]=2[CH:3]=[C:2]1[C:10]([O:12][CH3:13])=[O:11], predict the reactants needed to synthesize it. The reactants are: [S:1]1[C:9]2[CH2:8][CH2:7][NH:6][CH2:5][C:4]=2[CH:3]=[C:2]1[C:10]([O:12][CH3:13])=[O:11].C(N(CC)CC)C.[CH3:21][C:22]([O:25][C:26](O[C:26]([O:25][C:22]([CH3:24])([CH3:23])[CH3:21])=[O:27])=[O:27])([CH3:24])[CH3:23].O. (4) Given the product [F:30][C:2]1([F:1])[CH:7]([C:8]2[CH:13]=[CH:12][C:11]([OH:14])=[CH:10][CH:9]=2)[CH2:6][CH2:5][N:4]([CH:16]2[CH2:20][CH2:19][N:18]([CH2:21][C:22]3[CH:23]=[CH:24][C:25]([CH3:28])=[CH:26][CH:27]=3)[C:17]2=[O:29])[CH2:3]1, predict the reactants needed to synthesize it. The reactants are: [F:1][C:2]1([F:30])[CH:7]([C:8]2[CH:13]=[CH:12][C:11]([O:14]C)=[CH:10][CH:9]=2)[CH2:6][CH2:5][N:4]([CH:16]2[CH2:20][CH2:19][N:18]([CH2:21][C:22]3[CH:27]=[CH:26][C:25]([CH3:28])=[CH:24][CH:23]=3)[C:17]2=[O:29])[CH2:3]1.B(Br)(Br)Br. (5) Given the product [Cl:18][C:5]1[C:6]([NH:8][CH2:9][C:10]2[CH:15]=[CH:14][CH:13]=[C:12]([O:16][CH3:17])[CH:11]=2)=[N:7][C:2]([NH:19][C:20]2[CH:21]=[C:22]([CH2:26][CH2:27][OH:28])[CH:23]=[CH:24][CH:25]=2)=[N:3][CH:4]=1, predict the reactants needed to synthesize it. The reactants are: Cl[C:2]1[N:7]=[C:6]([NH:8][CH2:9][C:10]2[CH:15]=[CH:14][CH:13]=[C:12]([O:16][CH3:17])[CH:11]=2)[C:5]([Cl:18])=[CH:4][N:3]=1.[NH2:19][C:20]1[CH:21]=[C:22]([CH2:26][CH2:27][OH:28])[CH:23]=[CH:24][CH:25]=1.O.C1(C)C=CC(S(O)(=O)=O)=CC=1.C([O-])(O)=O.[Na+].